The task is: Predict the product of the given reaction.. This data is from Forward reaction prediction with 1.9M reactions from USPTO patents (1976-2016). (1) The product is: [CH2:1]([C:13]1[CH:18]=[CH:17][C:16]([C:19]2[N:20]=[C:21]([CH2:24][C:31]#[N:32])[O:22][CH:23]=2)=[CH:15][CH:14]=1)[CH2:2][CH2:3][CH2:4][CH2:5][CH2:6][CH2:7][CH2:8][CH2:9][CH2:10][CH2:11][CH3:12]. Given the reactants [CH2:1]([C:13]1[CH:18]=[CH:17][C:16]([C:19]2[N:20]=[C:21]([CH2:24]O)[O:22][CH:23]=2)=[CH:15][CH:14]=1)[CH2:2][CH2:3][CH2:4][CH2:5][CH2:6][CH2:7][CH2:8][CH2:9][CH2:10][CH2:11][CH3:12].CS(Cl)(=O)=O.[C-:31]#[N:32].[K+], predict the reaction product. (2) The product is: [Cl:1][C:2]1[CH:3]=[C:4]([C:11]#[N:12])[C:5]2[C:6]([I:15])=[N:7][NH:8][C:9]=2[CH:10]=1. Given the reactants [Cl:1][C:2]1[CH:3]=[C:4]([C:11]#[N:12])[C:5]2[CH:6]=[N:7][NH:8][C:9]=2[CH:10]=1.[OH-].[K+].[I:15]I, predict the reaction product. (3) Given the reactants [C:1]([O-:5])(=[O:4])[CH:2]=[CH2:3].[Na+].CC(=C)C(OCCC[CH2:15][CH2:16][CH2:17][O:18][C:19]([CH:21]1[CH2:26][CH2:25][CH:24]([CH:27]2[CH2:32][CH2:31][CH:30]([CH2:33][CH2:34][CH2:35]CC)[CH2:29][CH2:28]2)[CH2:23][CH2:22]1)=[O:20])=O.[I-].[Na+].O, predict the reaction product. The product is: [C:1]([O:5][CH2:15][CH2:16][CH2:17][O:18][C:19]([CH:21]1[CH2:26][CH2:25][CH:24]([CH:27]2[CH2:28][CH2:29][CH:30]([CH2:33][CH2:34][CH3:35])[CH2:31][CH2:32]2)[CH2:23][CH2:22]1)=[O:20])(=[O:4])[CH:2]=[CH2:3]. (4) Given the reactants P(Cl)(Cl)([Cl:3])=O.[CH3:6][C:7]1[CH:8]=[N:9][CH:10]=[CH:11][C:12]=1[N:13]1[C:21]2[NH:20][CH:19]=[N:18][C:17](=O)[C:16]=2[CH:15]=[N:14]1, predict the reaction product. The product is: [Cl:3][C:17]1[N:18]=[CH:19][N:20]=[C:21]2[N:13]([C:12]3[CH:11]=[CH:10][N:9]=[CH:8][C:7]=3[CH3:6])[N:14]=[CH:15][C:16]=12. (5) Given the reactants [Cl:1][C:2]1[CH:7]=[CH:6][CH:5]=[C:4](I)[CH:3]=1.[CH:9]1([C:12]2[CH:13]=[C:14]3[C:19](=[C:20]([F:22])[CH:21]=2)[C:18](=[O:23])[NH:17][CH:16]=[CH:15]3)[CH2:11][CH2:10]1.O=C1CCCCC1C(OCC)=O.C(=O)([O-])[O-].[Cs+].[Cs+], predict the reaction product. The product is: [Cl:1][C:2]1[CH:3]=[C:4]([N:17]2[CH:16]=[CH:15][C:14]3[C:19](=[C:20]([F:22])[CH:21]=[C:12]([CH:9]4[CH2:11][CH2:10]4)[CH:13]=3)[C:18]2=[O:23])[CH:5]=[CH:6][CH:7]=1.